This data is from Reaction yield outcomes from USPTO patents with 853,638 reactions. The task is: Predict the reaction yield, written as a fraction of the theoretical maximum amount of product (1.0 means a 100% yield; for example, 0.34 means a 34% yield). The reactants are [Br:1][C:2]1[CH:21]=[CH:20][C:5]([CH2:6][NH:7][C:8](=[O:19])[C:9]2[CH:14]=[CH:13][C:12]([S:15][CH3:16])=[CH:11][C:10]=2[O:17]C)=[C:4]([F:22])[CH:3]=1. The catalyst is Br.C(O)(=O)C.C(OCC)(=O)C. The product is [Br:1][C:2]1[CH:21]=[CH:20][C:5]([CH2:6][NH:7][C:8](=[O:19])[C:9]2[CH:14]=[CH:13][C:12]([S:15][CH3:16])=[CH:11][C:10]=2[OH:17])=[C:4]([F:22])[CH:3]=1. The yield is 0.500.